Dataset: Forward reaction prediction with 1.9M reactions from USPTO patents (1976-2016). Task: Predict the product of the given reaction. Given the reactants C([O-])(=O)C.[O:5]=[C:6]1[C@@H:9]([NH3+:10])[CH2:8][NH:7]1.CCN(C(C)C)C(C)C.[C:20]1([CH2:26][CH2:27][CH2:28][O:29][C:30](N2C=CC=CC2=O)=[O:31])[CH:25]=[CH:24][CH:23]=[CH:22][CH:21]=1.CCOCC, predict the reaction product. The product is: [C:20]1([CH2:26][CH2:27][CH2:28][O:29][C:30](=[O:31])[NH:10][C@H:9]2[CH2:8][NH:7][C:6]2=[O:5])[CH:25]=[CH:24][CH:23]=[CH:22][CH:21]=1.